This data is from Reaction yield outcomes from USPTO patents with 853,638 reactions. The task is: Predict the reaction yield, written as a fraction of the theoretical maximum amount of product (1.0 means a 100% yield; for example, 0.34 means a 34% yield). (1) The reactants are [Br:1][C:2]1[CH:3]=[CH:4][C:5]([CH3:11])=[C:6]([CH:10]=1)[C:7]([OH:9])=[O:8].[C:12]([O-])([O-])=O.[K+].[K+].CI. The catalyst is CN(C=O)C. The product is [CH3:12][O:8][C:7](=[O:9])[C:6]1[CH:10]=[C:2]([Br:1])[CH:3]=[CH:4][C:5]=1[CH3:11]. The yield is 0.820. (2) The reactants are Br[C:2]1[C:3]([O:17][CH:18]2[CH2:21][CH2:20][CH2:19]2)=[C:4]2[C:9](=[CH:10][CH:11]=1)[N:8]([C:12]([O:14][CH3:15])=[O:13])[C@@H:7]([CH3:16])[CH2:6][CH2:5]2.[B:22]1([B:22]2[O:26][C:25]([CH3:28])([CH3:27])[C:24]([CH3:30])([CH3:29])[O:23]2)[O:26][C:25]([CH3:28])([CH3:27])[C:24]([CH3:30])([CH3:29])[O:23]1.C([O-])(=O)C.[K+]. The catalyst is O1CCOCC1.C1C=CC(P(C2C=CC=CC=2)[C-]2C=CC=C2)=CC=1.C1C=CC(P(C2C=CC=CC=2)[C-]2C=CC=C2)=CC=1.Cl[Pd]Cl.[Fe+2].ClCCl. The product is [CH:18]1([O:17][C:3]2[C:2]([B:22]3[O:26][C:25]([CH3:28])([CH3:27])[C:24]([CH3:30])([CH3:29])[O:23]3)=[CH:11][CH:10]=[C:9]3[C:4]=2[CH2:5][CH2:6][C@H:7]([CH3:16])[N:8]3[C:12]([O:14][CH3:15])=[O:13])[CH2:21][CH2:20][CH2:19]1. The yield is 0.360. (3) The reactants are C([N:3]([CH2:15][CH3:16])[C:4](=[O:14])[C:5]1[CH:10]=[CH:9][C:8]([O:11][CH3:12])=[CH:7][C:6]=1[CH3:13])C.C([Li])(C)(C)C.CCCCC.[F:27][C:28]1[CH:35]=[CH:34]C(C#N)=[CH:30][CH:29]=1. The catalyst is C1COCC1. The product is [F:27][C:28]1[CH:35]=[CH:34][C:16]([C:15]2[N:3]=[C:4]([OH:14])[C:5]3[C:6]([CH:13]=2)=[CH:7][C:8]([O:11][CH3:12])=[CH:9][CH:10]=3)=[CH:30][CH:29]=1. The yield is 0.580. (4) The reactants are [NH:1]1[CH2:6][CH2:5][O:4][CH2:3][CH2:2]1.FC(F)(F)S([C:12]1[CH:19]=[CH:18][C:15]([C:16]#[N:17])=[CH:14][CH:13]=1)(=O)=O. The catalyst is O. The product is [N:1]1([C:12]2[CH:19]=[CH:18][C:15]([C:16]#[N:17])=[CH:14][CH:13]=2)[CH2:6][CH2:5][O:4][CH2:3][CH2:2]1. The yield is 0.520.